From a dataset of Full USPTO retrosynthesis dataset with 1.9M reactions from patents (1976-2016). Predict the reactants needed to synthesize the given product. (1) Given the product [CH2:41]([N:49]1[CH:53]=[C:52]([C:16]2[C:10]3[C:11](=[N:12][CH:13]=[C:8]([C:6]4[CH:5]=[CH:4][C:3]([CH:28]5[CH2:29][CH2:30][N:31]([C:34]([O:36][C:37]([CH3:39])([CH3:40])[CH3:38])=[O:35])[CH2:32][CH2:33]5)=[CH:2][CH:7]=4)[CH:9]=3)[N:14]([S:18]([C:21]3[CH:22]=[CH:23][C:24]([CH3:25])=[CH:26][CH:27]=3)(=[O:19])=[O:20])[CH:15]=2)[CH:51]=[N:50]1)[CH2:42][C:43]1[CH:48]=[CH:47][CH:46]=[CH:45][CH:44]=1, predict the reactants needed to synthesize it. The reactants are: F[C:2]1[CH:7]=[C:6]([C:8]2[CH:9]=[C:10]3[C:16](I)=[CH:15][N:14]([S:18]([C:21]4[CH:27]=[CH:26][C:24]([CH3:25])=[CH:23][CH:22]=4)(=[O:20])=[O:19])[C:11]3=[N:12][CH:13]=2)[CH:5]=[CH:4][C:3]=1[CH:28]1[CH2:33][CH2:32][N:31]([C:34]([O:36][C:37]([CH3:40])([CH3:39])[CH3:38])=[O:35])[CH2:30][CH2:29]1.[CH2:41]([N:49]1[CH:53]=[C:52](B2OC(C)(C)C(C)(C)O2)[CH:51]=[N:50]1)[CH2:42][C:43]1[CH:48]=[CH:47][CH:46]=[CH:45][CH:44]=1.C(=O)([O-])[O-].[Na+].[Na+]. (2) Given the product [C:1]([N:5]1[CH2:10][CH2:9][N:8]([CH2:11][C:12]2[CH:13]=[C:14]([C:28]3[CH:29]=[C:30]([C:34]4[CH:39]=[C:38]([NH:40][CH:41]5[CH2:44][CH2:43][CH2:42]5)[N:37]=[C:36]([C:45]5[CH:50]=[CH:49][CH:48]=[CH:47][N:46]=5)[CH:35]=4)[CH:31]=[N:32][CH:33]=3)[CH:15]=[CH:16][CH:17]=2)[CH2:7][CH2:6]1)([CH3:4])([CH3:3])[CH3:2], predict the reactants needed to synthesize it. The reactants are: [C:1]([N:5]1[CH2:10][CH2:9][N:8]([CH2:11][C:12]2[CH:13]=[C:14](B(O)O)[CH:15]=[CH:16][CH:17]=2)[CH2:7][CH2:6]1)([CH3:4])([CH3:3])[CH3:2].C([O-])([O-])=O.[Na+].[Na+].Br[C:28]1[CH:29]=[C:30]([C:34]2[CH:39]=[C:38]([NH:40][CH:41]3[CH2:44][CH2:43][CH2:42]3)[N:37]=[C:36]([C:45]3[CH:50]=[CH:49][CH:48]=[CH:47][N:46]=3)[CH:35]=2)[CH:31]=[N:32][CH:33]=1. (3) The reactants are: C([O:9][C:10]1[CH:15]=[CH:14][C:13]([C:16]2[CH:21]=[CH:20][C:19](O)=[CH:18][CH:17]=2)=[CH:12][CH:11]=1)(=O)C1C=CC=CC=1.[CH2:23]([O:30][CH2:31][CH:32]([OH:42])[CH2:33][O:34][CH2:35][C:36]1[CH:41]=[CH:40][CH:39]=[CH:38][CH:37]=1)[C:24]1[CH:29]=[CH:28][CH:27]=[CH:26][CH:25]=1.C1(P(C2C=CC=CC=2)C2C=CC=CC=2)C=CC=CC=1.CC(OC(/N=N/C(OC(C)C)=O)=O)C. Given the product [CH2:35]([O:34][CH2:33][CH:32]([CH2:31][O:30][CH2:23][C:24]1[CH:25]=[CH:26][CH:27]=[CH:28][CH:29]=1)[O:42][C:19]1[CH:18]=[CH:17][C:16]([C:13]2[CH:12]=[CH:11][C:10]([OH:9])=[CH:15][CH:14]=2)=[CH:21][CH:20]=1)[C:36]1[CH:41]=[CH:40][CH:39]=[CH:38][CH:37]=1, predict the reactants needed to synthesize it.